Task: Binary Classification. Given two protein amino acid sequences, predict whether they physically interact or not.. Dataset: Human Reference Interactome with 51,813 positive PPI pairs across 8,248 proteins, plus equal number of experimentally-validated negative pairs Protein 1 (ENSG00000170476) has sequence MRLSLPLLLLLLGAWAIPGGLGDRAPLTATAPQLDDEEMYSAHMPAHLRCDACRAVAYQMWQNLAKAETKLHTSNSGGRRELSELVYTDVLDRSCSRNWQDYGVREVDQVKRLTGPGLSEGPEPSISVMVTGGPWPTRLSRTCLHYLGEFGEDQIYEAHQQGRGALEALLCGGPQGACSEKVSATREEL*MRLSLPLLLLLLGAWAIPGGLGDRAPLTATAPQLDDEEMYSAHMPAHLRCDACRAVAYQRLCSYPPHLPLTEQQS*MRLSLPLLLLLLGAWAIPGGLGDRAPLTATAPQL.... Protein 2 (ENSG00000133028) has sequence MAMLVLVPGRVMRPLGGQLWRFLPRGLEFWGPAEGTARVLLRQFCARQAEAWRASGRPGYCLGTRPLSTARPPPPWSQKGPGDSTRPSKPGPVSWKSLAITFAIGGALLAGMKHVKKEKAEKLEKERQRHIGKPLLGGPFSLTTHTGERKTDKDYLGQWLLIYFGFTHCPDVCPEELEKMIQVVDEIDSITTLPDLTPLFISIDPERDTKEAIANYVKEFSPKLVGLTGTREEVDQVARAYRVYYSPGPKDEDEDYIVDHTIIMYLIGPDGEFLDYFGQNKRKGEIAASIATHMRPYRKK.... Result: 0 (the proteins do not interact).